Dataset: Forward reaction prediction with 1.9M reactions from USPTO patents (1976-2016). Task: Predict the product of the given reaction. (1) Given the reactants C[O:2][C:3]1[CH:8]=[C:7]([C:9]2[CH:10]=[N:11][N:12]([CH3:14])[CH:13]=2)[CH:6]=[CH:5][C:4]=1[C:15]1[S:19][C:18]([N:20]([CH3:31])[CH:21]2[CH2:26][C:25]([CH3:28])([CH3:27])[NH:24][C:23]([CH3:30])([CH3:29])[CH2:22]2)=[N:17][N:16]=1.C([O-])([O-])=O.[Na+].[Na+].C1(S)C=CC=CC=1, predict the reaction product. The product is: [CH3:31][N:20]([CH:21]1[CH2:26][C:25]([CH3:28])([CH3:27])[NH:24][C:23]([CH3:30])([CH3:29])[CH2:22]1)[C:18]1[S:19][C:15]([C:4]2[CH:5]=[CH:6][C:7]([C:9]3[CH:10]=[N:11][N:12]([CH3:14])[CH:13]=3)=[CH:8][C:3]=2[OH:2])=[N:16][N:17]=1. (2) Given the reactants S([O-])([O-])(=O)=O.[C:6]([C:11]1[CH:16]=[CH:15][C:14]([I+:17][C:18]2[CH:23]=[CH:22][C:21]([C:24]([CH2:27][CH3:28])([CH3:26])[CH3:25])=[CH:20][CH:19]=2)=[CH:13][CH:12]=1)([CH2:9][CH3:10])([CH3:8])[CH3:7].[C:24]([C:21]1[CH:22]=[CH:23][C:18]([I+:17][C:14]2[CH:15]=[CH:16][C:11]([C:6]([CH2:9][CH3:10])([CH3:8])[CH3:7])=[CH:12][CH:13]=2)=[CH:19][CH:20]=1)([CH2:27][CH3:28])([CH3:26])[CH3:25].[C:52]([O-:55])(=[O:54])[CH3:53].[NH4+], predict the reaction product. The product is: [C:52]([O-:55])(=[O:54])[CH3:53].[C:24]([C:21]1[CH:22]=[CH:23][C:18]([I+:17][C:14]2[CH:15]=[CH:16][C:11]([C:6]([CH2:9][CH3:10])([CH3:8])[CH3:7])=[CH:12][CH:13]=2)=[CH:19][CH:20]=1)([CH2:27][CH3:28])([CH3:26])[CH3:25]. (3) Given the reactants [CH3:1][N:2]1[C:10]2[C:5](=[CH:6][C:7]([C:11]([OH:13])=[O:12])=[CH:8][CH:9]=2)[CH:4]=[CH:3]1.[C:14](=O)([O-])[O-].[Cs+].[Cs+].ClC1[C:22]2[CH2:35][CH2:34][CH2:33][C:23]=2[N:24]=[C:25]([C:27]2[S:28][C:29]([Cl:32])=[CH:30][CH:31]=2)[N:26]=1, predict the reaction product. The product is: [CH3:14][C:3]1[N:2]([C:1]2[C:22]3[CH2:35][CH2:34][CH2:33][C:23]=3[N:24]=[C:25]([C:27]3[S:28][C:29]([Cl:32])=[CH:30][CH:31]=3)[N:26]=2)[C:10]2[C:5]([CH:4]=1)=[CH:6][C:7]([C:11]([OH:13])=[O:12])=[CH:8][CH:9]=2.